Predict the product of the given reaction. From a dataset of Forward reaction prediction with 1.9M reactions from USPTO patents (1976-2016). (1) The product is: [CH3:58][C:59]1[C:64]([N+:65]([O-:67])=[O:66])=[CH:63][N:62]=[C:61]([NH:68][CH:69]2[CH2:74][CH2:73][N:72]([C:19](=[O:20])[CH2:18][CH2:17][CH2:16][N:13]3[CH2:14][CH2:15][N:10]([C:7]4[CH:8]=[CH:9][C:4]([C:3]([F:23])([F:2])[F:22])=[CH:5][CH:6]=4)[CH2:11][CH2:12]3)[CH2:71][CH2:70]2)[CH:60]=1. Given the reactants [Li+].[F:2][C:3]([F:23])([F:22])[C:4]1[CH:9]=[CH:8][C:7]([N:10]2[CH2:15][CH2:14][N:13]([CH2:16][CH2:17][CH2:18][C:19]([O-])=[O:20])[CH2:12][CH2:11]2)=[CH:6][CH:5]=1.C(N(C(C)C)CC)(C)C.F[P-](F)(F)(F)(F)F.CN(C)C(ON1C2C=CC=CC=2N=N1)=[N+](C)C.Cl.[CH3:58][C:59]1[C:64]([N+:65]([O-:67])=[O:66])=[CH:63][N:62]=[C:61]([NH:68][CH:69]2[CH2:74][CH2:73][NH:72][CH2:71][CH2:70]2)[CH:60]=1, predict the reaction product. (2) Given the reactants C([O-])([O-])=O.[Cs+].[Cs+].BrC1C=CC(S([O:17][C@@H:18]2[CH2:22][N:21]([C:23]([O:25][C:26]([CH3:29])([CH3:28])[CH3:27])=[O:24])[C@H:20]([C:30]([O:32][CH3:33])=[O:31])[CH2:19]2)(=O)=O)=CC=1.[Br:34][C:35]1[C:44](O)=[CH:43][C:42]2[C:37](=[CH:38][CH:39]=[C:40]([O:46][CH3:47])[CH:41]=2)[N:36]=1, predict the reaction product. The product is: [Br:34][C:35]1[C:44]([O:17][C@H:18]2[CH2:22][N:21]([C:23]([O:25][C:26]([CH3:27])([CH3:28])[CH3:29])=[O:24])[C@H:20]([C:30]([O:32][CH3:33])=[O:31])[CH2:19]2)=[CH:43][C:42]2[C:37](=[CH:38][CH:39]=[C:40]([O:46][CH3:47])[CH:41]=2)[N:36]=1. (3) Given the reactants S(Cl)(Cl)=O.C1(CCC(O)=O)C=CC=CC=1.C1(CCC(Cl)=O)C=CC=CC=1.[C:27]1([CH2:33][CH2:34][C:35]([N:37]=[C:38]=[S:39])=[O:36])[CH:32]=[CH:31][CH:30]=[CH:29][CH:28]=1.[CH3:40][O:41][C:42]1[CH:43]=[C:44]2[C:49](=[CH:50][C:51]=1[O:52][CH3:53])[N:48]=[CH:47][CH:46]=[C:45]2[O:54][C:55]1[CH:61]=[CH:60][C:58]([NH2:59])=[CH:57][C:56]=1[F:62], predict the reaction product. The product is: [CH3:40][O:41][C:42]1[CH:43]=[C:44]2[C:49](=[CH:50][C:51]=1[O:52][CH3:53])[N:48]=[CH:47][CH:46]=[C:45]2[O:54][C:55]1[CH:61]=[CH:60][C:58]([NH:59][C:38]([NH:37][C:35](=[O:36])[CH2:34][CH2:33][C:27]2[CH:32]=[CH:31][CH:30]=[CH:29][CH:28]=2)=[S:39])=[CH:57][C:56]=1[F:62]. (4) Given the reactants CO[C:3](=[O:13])[C:4]1[C:9]([I:10])=[CH:8][CH:7]=[CH:6][C:5]=1[CH2:11]Br.[F:14][C:15]1[CH:22]=[CH:21][C:18]([CH2:19][NH2:20])=[CH:17][CH:16]=1.C(OCC)(=O)C, predict the reaction product. The product is: [F:14][C:15]1[CH:22]=[CH:21][C:18]([CH2:19][N:20]2[CH2:11][C:5]3[C:4](=[C:9]([I:10])[CH:8]=[CH:7][CH:6]=3)[C:3]2=[O:13])=[CH:17][CH:16]=1. (5) Given the reactants [Cl:1][C:2]1[C:3]([F:28])=[C:4]([NH:8][C:9]2[C:18]3[C:13](=[CH:14][C:15]([O:26][CH3:27])=[C:16]([CH2:19][NH:20][CH2:21][CH2:22][N:23]([CH3:25])[CH3:24])[CH:17]=3)[N:12]=[CH:11][N:10]=2)[CH:5]=[CH:6][CH:7]=1.CC[O:31][C:32]([C@H:34](OS(C(F)(F)F)(=O)=O)[CH3:35])=[O:33], predict the reaction product. The product is: [Cl:1][C:2]1[C:3]([F:28])=[C:4]([NH:8][C:9]2[C:18]3[C:13](=[CH:14][C:15]([O:26][CH3:27])=[C:16]([CH2:19][N:20]([CH2:21][CH2:22][N:23]([CH3:24])[CH3:25])[C@H:34]([C:32]([OH:33])=[O:31])[CH3:35])[CH:17]=3)[N:12]=[CH:11][N:10]=2)[CH:5]=[CH:6][CH:7]=1. (6) Given the reactants [Cl:1][C:2]1[CH:3]=[C:4]([CH:29]=[CH:30][C:31]=1[F:32])[CH2:5][N:6]1[CH2:15][CH2:14][C:13]2[C:8](=[C:9]([O:26]C)[C:10](=[O:25])[N:11]3[CH2:21][CH2:20][C:19](=[O:22])[CH2:18][N:17]([CH3:23])[C:16](=[O:24])[C:12]3=2)[C:7]1=[O:28].Br, predict the reaction product. The product is: [Cl:1][C:2]1[CH:3]=[C:4]([CH:29]=[CH:30][C:31]=1[F:32])[CH2:5][N:6]1[CH2:15][CH2:14][C:13]2[C:8](=[C:9]([OH:26])[C:10](=[O:25])[N:11]3[CH2:21][CH2:20][C:19](=[O:22])[CH2:18][N:17]([CH3:23])[C:16](=[O:24])[C:12]3=2)[C:7]1=[O:28]. (7) Given the reactants [CH3:1][C:2]1[CH:7]=[CH:6][CH:5]=[C:4]([CH3:8])[C:3]=1[NH:9][C:10]1[N:14]2[CH:15]=[C:16]([F:19])[CH:17]=[CH:18][C:13]2=[N:12][C:11]=1[C:20]1[CH:28]=[CH:27][CH:26]=[CH:25][C:21]=1[C:22](O)=[O:23].[CH3:29][NH:30][C:31](=[S:34])[NH:32][NH2:33].O, predict the reaction product. The product is: [CH3:8][C:4]1[CH:5]=[CH:6][CH:7]=[C:2]([CH3:1])[C:3]=1[NH:9][C:10]1[N:14]2[CH:15]=[C:16]([F:19])[CH:17]=[CH:18][C:13]2=[N:12][C:11]=1[C:20]1[CH:28]=[CH:27][CH:26]=[CH:25][C:21]=1[C:22]([NH:33][NH:32][C:31]([NH:30][CH3:29])=[S:34])=[O:23]. (8) Given the reactants [OH:1][CH2:2][C:3]1[CH2:4][CH:5]([CH2:9][C:10]2[NH:11][C:12](=[S:15])[NH:13][CH:14]=2)[CH2:6][CH2:7][CH:8]=1.CCO, predict the reaction product. The product is: [OH:1][CH2:2][C:3]1[CH2:4][C@H:5]([CH2:9][C:10]2[NH:11][C:12](=[S:15])[NH:13][CH:14]=2)[CH2:6][CH2:7][CH:8]=1. (9) Given the reactants [CH3:1][O:2][CH2:3][CH2:4][CH2:5][N:6]1[C:14]2[C:9](=[CH:10][CH:11]=[C:12]([CH2:15]O)[CH:13]=2)[CH:8]=[N:7]1.C1C=CC(P(C2C=CC=CC=2)C2C=CC=CC=2)=CC=1.C1C(=O)N([Br:43])C(=O)C1, predict the reaction product. The product is: [Br:43][CH2:15][C:12]1[CH:13]=[C:14]2[C:9]([CH:8]=[N:7][N:6]2[CH2:5][CH2:4][CH2:3][O:2][CH3:1])=[CH:10][CH:11]=1. (10) Given the reactants C([O:3][C:4]([C:6]1[CH:11]=[CH:10][C:9]([C:12]2[CH:17]=[CH:16][C:15]([O:18][CH3:19])=[CH:14][CH:13]=2)=[CH:8][CH:7]=1)=[O:5])C.[OH-].[Na+], predict the reaction product. The product is: [CH3:19][O:18][C:15]1[CH:14]=[CH:13][C:12]([C:9]2[CH:10]=[CH:11][C:6]([C:4]([OH:5])=[O:3])=[CH:7][CH:8]=2)=[CH:17][CH:16]=1.